Dataset: Catalyst prediction with 721,799 reactions and 888 catalyst types from USPTO. Task: Predict which catalyst facilitates the given reaction. (1) Reactant: Cl.FC1C=C(C=CC=1)CN1C=C(C2C3C(=NC=C(C4C=CC(C5CCNCC5)=CC=4)C=3)N(S(C3C=CC(C)=CC=3)(=O)=O)C=2)C=N1.[F:46][C:47]1[CH:48]=[C:49]([CH:90]=[CH:91][CH:92]=1)[CH2:50][N:51]1[CH:55]=[C:54]([C:56]2[C:64]3[C:59](=[N:60][CH:61]=[C:62]([C:65]4[CH:66]=[CH:67][C:68]([N:71]5[CH2:76][CH2:75][N:74]([CH2:77][C:78]#[N:79])[CH2:73][CH2:72]5)=[N:69][CH:70]=4)[CH:63]=3)[N:58](S(C3C=CC(C)=CC=3)(=O)=O)[CH:57]=2)[CH:53]=[N:52]1.[OH-].[Li+]. Product: [F:46][C:47]1[CH:48]=[C:49]([CH:90]=[CH:91][CH:92]=1)[CH2:50][N:51]1[CH:55]=[C:54]([C:56]2[C:64]3[C:59](=[N:60][CH:61]=[C:62]([C:65]4[CH:66]=[CH:67][C:68]([N:71]5[CH2:72][CH2:73][N:74]([CH2:77][C:78]#[N:79])[CH2:75][CH2:76]5)=[N:69][CH:70]=4)[CH:63]=3)[NH:58][CH:57]=2)[CH:53]=[N:52]1. The catalyst class is: 87. (2) Reactant: [CH3:1][O:2][CH2:3][CH2:4][N:5]1[CH2:9][C@@H:8]([C:10]2[S:11][CH:12]=[CH:13][N:14]=2)[C@H:7]([NH2:15])[CH2:6]1.CCN(C(C)C)C(C)C.[C:25]1([N:31]2[C:35]([NH:36][C:37](=O)[O:38]C3C=CC=CC=3)=[C:34]3[CH2:46][CH2:47][CH2:48][C:33]3=[N:32]2)[CH2:30][CH2:29][CH:28]=[CH:27][CH:26]=1. Product: [CH3:1][O:2][CH2:3][CH2:4][N:5]1[CH2:9][C@@H:8]([C:10]2[S:11][CH:12]=[CH:13][N:14]=2)[C@H:7]([NH:15][C:37]([NH:36][C:35]2[N:31]([C:25]3[CH:26]=[CH:27][CH:28]=[CH:29][CH:30]=3)[N:32]=[C:33]3[CH2:48][CH2:47][CH2:46][C:34]=23)=[O:38])[CH2:6]1. The catalyst class is: 2. (3) Reactant: [C:1]([O:5][CH:6]([C:10]1[N:15]([CH3:16])[C:14](=[O:17])[C:13]2[NH:18][CH:19]=[CH:20][C:12]=2[C:11]=1[C:21]1[C:22]([CH3:31])=[C:23]2[C:28](=[CH:29][CH:30]=1)[O:27][CH2:26][CH2:25][CH2:24]2)[C:7]([OH:9])=[O:8])([CH3:4])([CH3:3])[CH3:2].[N+:32]([C:35]1[CH:42]=[CH:41][C:38]([CH2:39]Br)=[CH:37][CH:36]=1)([O-:34])=[O:33]. Product: [C:1]([O:5][CH:6]([C:10]1[N:15]([CH3:16])[C:14](=[O:17])[C:13]2[N:18]([CH2:39][C:38]3[CH:41]=[CH:42][C:35]([N+:32]([O-:34])=[O:33])=[CH:36][CH:37]=3)[CH:19]=[CH:20][C:12]=2[C:11]=1[C:21]1[C:22]([CH3:31])=[C:23]2[C:28](=[CH:29][CH:30]=1)[O:27][CH2:26][CH2:25][CH2:24]2)[C:7]([OH:9])=[O:8])([CH3:4])([CH3:3])[CH3:2]. The catalyst class is: 144. (4) Reactant: [CH:1]1([CH2:4][O:5][C:6]2[C:11]([O:12][CH3:13])=[CH:10][CH:9]=[CH:8][C:7]=2/[CH:14]=[CH:15]/[C:16]2[N:17]=[C:18]3[S:25][CH:24]=[C:23]([CH3:26])[N:19]3[C:20](=[O:22])[CH:21]=2)[CH2:3][CH2:2]1.[I:27]N1C(=O)CCC1=O. Product: [CH:1]1([CH2:4][O:5][C:6]2[C:11]([O:12][CH3:13])=[CH:10][CH:9]=[CH:8][C:7]=2/[CH:14]=[CH:15]/[C:16]2[N:17]=[C:18]3[S:25][CH:24]=[C:23]([CH3:26])[N:19]3[C:20](=[O:22])[C:21]=2[I:27])[CH2:3][CH2:2]1. The catalyst class is: 10. (5) Reactant: [Cl:1][C:2]1[CH:3]=[CH:4][C:5]2[N:6]([N:8]=[C:9]([N:11]([C:18]3[CH:23]=[CH:22][C:21]([S:24]([CH3:27])(=[O:26])=[O:25])=[CH:20][C:19]=3[O:28][CH3:29])[C:12](=[O:17])[O:13][CH:14](Cl)[CH3:15])[N:10]=2)[CH:7]=1.[C:30]([O:34][C:35]([NH:37][C@@H:38]([C:42]([CH3:45])([CH3:44])[CH3:43])[C:39]([O-:41])=[O:40])=[O:36])([CH3:33])([CH3:32])[CH3:31].[Cs+].O. The catalyst class is: 3. Product: [C:30]([O:34][C:35]([NH:37][C@H:38]([C:39]([O:41][CH:14]([O:13][C:12](=[O:17])[N:11]([C:9]1[N:10]=[C:5]2[CH:4]=[CH:3][C:2]([Cl:1])=[CH:7][N:6]2[N:8]=1)[C:18]1[CH:23]=[CH:22][C:21]([S:24]([CH3:27])(=[O:25])=[O:26])=[CH:20][C:19]=1[O:28][CH3:29])[CH3:15])=[O:40])[C:42]([CH3:45])([CH3:44])[CH3:43])=[O:36])([CH3:33])([CH3:31])[CH3:32].